This data is from Forward reaction prediction with 1.9M reactions from USPTO patents (1976-2016). The task is: Predict the product of the given reaction. (1) Given the reactants [F:1][C:2]1[CH:3]=[C:4]([CH2:13][C:14]([OH:16])=[O:15])[CH:5]=[N:6][C:7]=1[N:8]1[CH2:12][CH2:11][CH2:10][CH2:9]1.Cl.Cl.[F:19][C:20]([F:33])([F:32])[CH2:21][O:22][C:23]1[CH:24]=[CH:25][C:26]([C@H:29]([NH2:31])[CH3:30])=[N:27][CH:28]=1.Cl.CN(C)CCCN=C=NCC.[OH:46]N1C2N=CC=CC=2N=N1.C(N(CC)CC)C, predict the reaction product. The product is: [OH:22][C:21]([C:20]([F:33])([F:32])[F:19])=[O:15].[OH:22][C:21]([C:20]([F:33])([F:32])[F:19])=[O:46].[F:1][C:2]1[CH:3]=[C:4]([CH2:13][C:14]([NH:31][C@@H:29]([C:26]2[CH:25]=[CH:24][C:23]([O:22][CH2:21][C:20]([F:33])([F:19])[F:32])=[CH:28][N:27]=2)[CH3:30])=[O:16])[CH:5]=[N:6][C:7]=1[N:8]1[CH2:9][CH2:10][CH2:11][CH2:12]1. (2) Given the reactants C(OC(C(F)(F)F)=O)(C(F)(F)F)=[O:2].[Br:14][C:15]1[CH:27]=[CH:26][C:25]2[C:24]3[C:19](=[CH:20][C:21]([Br:28])=[CH:22][CH:23]=3)[C:18](=[O:29])[C:17]=2[CH:16]=1.OO.NC(N)=O, predict the reaction product. The product is: [Br:28][C:21]1[CH:20]=[C:19]2[C:24]([C:25]3[CH:26]=[CH:27][C:15]([Br:14])=[CH:16][C:17]=3[C:18](=[O:29])[O:2]2)=[CH:23][CH:22]=1. (3) Given the reactants [CH2:1]([O:3][C:4]([C:6]1[CH:10]=[C:9]([C:11]2[CH:16]=[CH:15][N:14]=[C:13](Cl)[CH:12]=2)[NH:8][C:7]=1[NH2:18])=[O:5])[CH3:2].C([O-])([O-])=O.[Na+].[Na+].[CH2:25](O)[CH2:26][CH3:27], predict the reaction product. The product is: [CH2:1]([O:3][C:4]([C:6]1[CH:10]=[C:9]([C:11]2[CH:16]=[CH:15][N:14]=[C:13](/[CH:27]=[CH:26]/[C:25]3[CH:9]=[N:8][CH:7]=[CH:6][CH:4]=3)[CH:12]=2)[NH:8][C:7]=1[NH2:18])=[O:5])[CH3:2]. (4) Given the reactants [CH3:1][C:2]1[CH:6]=[CH:5][S:4][C:3]=1C(O)=O.C1(P([N:24]=[N+]=[N-])(C2C=CC=CC=2)=O)C=CC=CC=1.[C:27]([OH:31])([CH3:30])([CH3:29])[CH3:28].[O:32]1[CH2:37]COCC1, predict the reaction product. The product is: [C:27]([O:31][C:37](=[O:32])[NH:24][C:3]1[S:4][CH:5]=[CH:6][C:2]=1[CH3:1])([CH3:30])([CH3:29])[CH3:28]. (5) Given the reactants [C:1]([Mg]Br)#[CH:2].[CH3:5][C:6]1[N:7]=[C:8]([C:21](=[O:23])[CH3:22])[N:9]([S:11]([C:14]2[CH:20]=[CH:19][C:17]([CH3:18])=[CH:16][CH:15]=2)(=[O:13])=[O:12])[CH:10]=1, predict the reaction product. The product is: [CH3:5][C:6]1[N:7]=[C:8]([C:21]([OH:23])([C:1]#[CH:2])[CH3:22])[N:9]([S:11]([C:14]2[CH:20]=[CH:19][C:17]([CH3:18])=[CH:16][CH:15]=2)(=[O:13])=[O:12])[CH:10]=1. (6) Given the reactants [Br:1][C:2]1[CH:10]=[CH:9][C:5]([C:6]([OH:8])=O)=[C:4]([C:11]#[N:12])[CH:3]=1.[CH3:13][C:14]1[C:15]([N:21]2[CH2:26][CH2:25][NH:24][CH2:23][CH2:22]2)=[N:16][CH:17]=[C:18]([CH3:20])[CH:19]=1, predict the reaction product. The product is: [Br:1][C:2]1[CH:10]=[CH:9][C:5]([C:6]([N:24]2[CH2:25][CH2:26][N:21]([C:15]3[C:14]([CH3:13])=[CH:19][C:18]([CH3:20])=[CH:17][N:16]=3)[CH2:22][CH2:23]2)=[O:8])=[C:4]([CH:3]=1)[C:11]#[N:12].